From a dataset of Full USPTO retrosynthesis dataset with 1.9M reactions from patents (1976-2016). Predict the reactants needed to synthesize the given product. (1) Given the product [NH:35]1[C:31]2=[N:32][CH:33]=[CH:34][C:29]([C:27]#[C:28][C:2]3[N:6]4[N:7]=[C:8]([C:11]5[CH:26]=[CH:25][C:14]([C:15]([N:17]6[CH2:22][CH2:21][N:20]([CH3:23])[C:19](=[O:24])[CH2:18]6)=[O:16])=[CH:13][CH:12]=5)[CH:9]=[CH:10][C:5]4=[N:4][CH:3]=3)=[C:30]2[CH:37]=[CH:36]1, predict the reactants needed to synthesize it. The reactants are: I[C:2]1[N:6]2[N:7]=[C:8]([C:11]3[CH:26]=[CH:25][C:14]([C:15]([N:17]4[CH2:22][CH2:21][N:20]([CH3:23])[C:19](=[O:24])[CH2:18]4)=[O:16])=[CH:13][CH:12]=3)[CH:9]=[CH:10][C:5]2=[N:4][CH:3]=1.[C:27]([C:29]1[CH:34]=[CH:33][N:32]=[C:31]2[NH:35][CH:36]=[CH:37][C:30]=12)#[CH:28]. (2) Given the product [F:14][C:15]1[CH:28]=[C:27]([N+:29]([O-:31])=[O:30])[CH:26]=[CH:25][C:16]=1[O:17][C:18]1[CH:19]=[CH:20][N:21]=[C:22]([NH:2][C:1](=[O:13])[O:3][C:4]2[CH:5]=[CH:6][C:7]([N+:10]([O-:12])=[O:11])=[CH:8][CH:9]=2)[CH:23]=1, predict the reactants needed to synthesize it. The reactants are: [C:1](=[O:13])([O:3][C:4]1[CH:9]=[CH:8][C:7]([N+:10]([O-:12])=[O:11])=[CH:6][CH:5]=1)[NH2:2].[F:14][C:15]1[CH:28]=[C:27]([N+:29]([O-:31])=[O:30])[CH:26]=[CH:25][C:16]=1[O:17][C:18]1[CH:23]=[CH:22][N:21]=[C:20](N)[CH:19]=1.CCN(C(C)C)C(C)C. (3) The reactants are: [C:1]([C:4]1[CH:10]=[CH:9][CH:8]=[CH:7][C:5]=1[NH2:6])(=[O:3])[CH3:2].C(=O)([O-])[O-].[Na+].[Na+].[C:17](OC(=O)C)(=[O:19])[CH3:18]. Given the product [C:1]([C:4]1[CH:10]=[CH:9][CH:8]=[CH:7][C:5]=1[NH:6][C:17](=[O:19])[CH3:18])(=[O:3])[CH3:2], predict the reactants needed to synthesize it.